From a dataset of Reaction yield outcomes from USPTO patents with 853,638 reactions. Predict the reaction yield, written as a fraction of the theoretical maximum amount of product (1.0 means a 100% yield; for example, 0.34 means a 34% yield). The reactants are [CH3:1][N:2]([CH3:24])[CH2:3][CH2:4][CH2:5][C:6]1[CH:23]=[CH:22][C:9]2[N:10]([CH2:19][O:20][CH3:21])[C:11](=[O:18])[C:12]3[CH:13]=[CH:14][CH:15]=[N:16][C:17]=3[C:8]=2[CH:7]=1. The catalyst is ClCCl.CO.[Pd]. The product is [CH3:24][N:2]([CH3:1])[CH2:3][CH2:4][CH2:5][C:6]1[CH:23]=[CH:22][C:9]2[N:10]([CH2:19][O:20][CH3:21])[C:11](=[O:18])[C:12]3[CH2:13][CH2:14][CH2:15][NH:16][C:17]=3[C:8]=2[CH:7]=1. The yield is 0.990.